Dataset: Full USPTO retrosynthesis dataset with 1.9M reactions from patents (1976-2016). Task: Predict the reactants needed to synthesize the given product. (1) The reactants are: [NH2:1][CH2:2][CH2:3][CH2:4][CH2:5][NH2:6].[C:7](#[N:10])[CH:8]=[CH2:9]. Given the product [C:7]([CH2:8][CH2:9][NH:1][CH2:2][CH2:3][CH2:4][CH2:5][NH:6][CH2:4][CH2:3][C:2]#[N:1])#[N:10], predict the reactants needed to synthesize it. (2) Given the product [Br:1][C:2]1[CH:3]=[N:4][C:5]([N:16]2[CH2:17][CH2:18][CH:14]([CH2:13][OH:12])[CH2:15]2)=[C:6]([CH:9]=1)[CH:7]=[O:8], predict the reactants needed to synthesize it. The reactants are: [Br:1][C:2]1[CH:3]=[N:4][C:5](Cl)=[C:6]([CH:9]=1)[CH:7]=[O:8].Cl.[OH:12][CH2:13][CH:14]1[CH2:18][CH2:17][NH:16][CH2:15]1.C(=O)([O-])[O-].[Na+].[Na+]. (3) Given the product [C:7]([Si:11]([CH3:25])([CH3:24])[O:12][C:13]1[C:21]2[O:20][C:19](=[CH2:22])[CH2:18][C:17]=2[CH:16]=[CH:15][CH:14]=1)([CH3:10])([CH3:9])[CH3:8], predict the reactants needed to synthesize it. The reactants are: [H-].[H-].[H-].[H-].[Li+].[Al+3].[C:7]([Si:11]([CH3:25])([CH3:24])[O:12][C:13]1[C:21]2[O:20][C:19]([CH2:22]Cl)=[CH:18][C:17]=2[CH:16]=[CH:15][CH:14]=1)([CH3:10])([CH3:9])[CH3:8].O.